Task: Predict the reaction yield, written as a fraction of the theoretical maximum amount of product (1.0 means a 100% yield; for example, 0.34 means a 34% yield).. Dataset: Reaction yield outcomes from USPTO patents with 853,638 reactions (1) The reactants are [CH2:1]([N:3]([CH2:6][CH3:7])[CH2:4][CH3:5])[CH3:2].[Br:8][CH2:9][CH2:10][CH2:11][CH2:12][CH2:13][CH2:14][CH2:15][CH3:16]. The catalyst is C(#N)C. The product is [Br-:8].[CH2:1]([N+:3]([CH2:6][CH3:7])([CH2:4][CH3:5])[CH2:9][CH2:10][CH2:11][CH2:12][CH2:13][CH2:14][CH2:15][CH3:16])[CH3:2]. The yield is 0.720. (2) The catalyst is CO.S(=O)(=O)(O)N. The yield is 0.830. The reactants are [Si]([C:5]#[N:6])(C)(C)C.[Cl:7][C:8]1[CH:15]=[CH:14][C:11]([CH:12]=O)=[CH:10][CH:9]=1.[Br:16][C:17]1[CH:23]=[CH:22][C:20]([NH2:21])=[CH:19][CH:18]=1. The product is [Br:16][C:17]1[CH:23]=[CH:22][C:20]([NH:21][CH:12]([C:11]2[CH:14]=[CH:15][C:8]([Cl:7])=[CH:9][CH:10]=2)[C:5]#[N:6])=[CH:19][CH:18]=1. (3) The reactants are [C:1]([Si:5]([CH3:19])([CH3:18])[O:6][CH:7]([C:11]1([CH2:15][CH2:16][CH3:17])[CH2:14][CH2:13][CH2:12]1)[CH2:8][C:9]#[CH:10])([CH3:4])([CH3:3])[CH3:2].[I:20]N1C(=O)CCC1=O. The catalyst is C(Cl)Cl.[H-].[Cl-].C1([Zr+2]C2C=CC=C2)C=CC=C1. The product is [C:1]([Si:5]([O:6][CH:7]([C:11]1([CH2:15][CH2:16][CH3:17])[CH2:14][CH2:13][CH2:12]1)[CH2:8][CH:9]=[CH:10][I:20])([CH3:19])[CH3:18])([CH3:3])([CH3:4])[CH3:2]. The yield is 0.710. (4) The catalyst is C(OCC)(=O)C. The yield is 0.710. The reactants are [CH2:1]([C:5]1[N:10]2[N:11]=[CH:12][N:13]=[C:9]2[N:8]([C@H:14]2[CH2:19][CH2:18][C@H:17]([O:20][CH2:21][C:22]([OH:25])([CH3:24])[CH3:23])[CH2:16][CH2:15]2)[C:7](=[O:26])[C:6]=1[CH2:27][C:28]1[CH:33]=[CH:32][C:31]([C:34]2[C:35]([C:40]#[N:41])=[CH:36][CH:37]=[CH:38][CH:39]=2)=[CH:30][C:29]=1[F:42])[CH2:2][CH2:3][CH3:4].C([Sn](=O)CCCC)CCC.[N:53]([Si](C)(C)C)=[N+:54]=[N-:55].C1(C)C=CC=CC=1. The product is [CH2:1]([C:5]1[N:10]2[N:11]=[CH:12][N:13]=[C:9]2[N:8]([C@H:14]2[CH2:19][CH2:18][C@H:17]([O:20][CH2:21][C:22]([OH:25])([CH3:23])[CH3:24])[CH2:16][CH2:15]2)[C:7](=[O:26])[C:6]=1[CH2:27][C:28]1[CH:33]=[CH:32][C:31]([C:34]2[CH:39]=[CH:38][CH:37]=[CH:36][C:35]=2[C:40]2[NH:55][N:54]=[N:53][N:41]=2)=[CH:30][C:29]=1[F:42])[CH2:2][CH2:3][CH3:4]. (5) The reactants are [Cl:1][C:2]1[CH:7]=[CH:6][CH:5]=[CH:4][C:3]=1[CH2:8][N:9]([C@H:22]1[CH2:26][CH2:25][NH:24][CH2:23]1)[C:10]1[CH:17]=[CH:16][C:13]([C:14]#[N:15])=[C:12]([C:18]([F:21])([F:20])[F:19])[CH:11]=1.Br[CH2:28][C:29]([CH3:31])=[CH2:30]. No catalyst specified. The product is [Cl:1][C:2]1[CH:7]=[CH:6][CH:5]=[CH:4][C:3]=1[CH2:8][N:9]([C@H:22]1[CH2:26][CH2:25][N:24]([CH2:30][C:29]([CH3:31])=[CH2:28])[CH2:23]1)[C:10]1[CH:17]=[CH:16][C:13]([C:14]#[N:15])=[C:12]([C:18]([F:19])([F:20])[F:21])[CH:11]=1. The yield is 0.740. (6) The product is [C:18]1([C:13]2[C:12]3[C:17](=[C:9]([C:6]4[CH:5]=[CH:4][C:3]([OH:2])=[CH:8][CH:7]=4)[N:10]([CH2:24][CH2:25][CH3:26])[N:11]=3)[CH:16]=[CH:15][CH:14]=2)[CH:19]=[CH:20][CH:21]=[CH:22][CH:23]=1. The reactants are C[O:2][C:3]1[CH:8]=[CH:7][C:6]([C:9]2[N:10]([CH2:24][CH2:25][CH3:26])[N:11]=[C:12]3[C:17]=2[CH:16]=[CH:15][CH:14]=[C:13]3[C:18]2[CH:23]=[CH:22][CH:21]=[CH:20][CH:19]=2)=[CH:5][CH:4]=1.B(Br)(Br)Br. The catalyst is C(Cl)Cl. The yield is 0.340. (7) The reactants are [CH:1]([N:14]1[CH2:17][C:16]([CH2:19][CH3:20])([OH:18])[CH2:15]1)([C:8]1[CH:13]=[CH:12][CH:11]=[CH:10][CH:9]=1)[C:2]1[CH:7]=[CH:6][CH:5]=[CH:4][CH:3]=1.[CH3:21]I.[H-].[Na+]. The catalyst is CN(C=O)C. The product is [CH:1]([N:14]1[CH2:17][C:16]([CH2:19][CH3:20])([O:18][CH3:21])[CH2:15]1)([C:8]1[CH:13]=[CH:12][CH:11]=[CH:10][CH:9]=1)[C:2]1[CH:3]=[CH:4][CH:5]=[CH:6][CH:7]=1. The yield is 0.520.